This data is from Full USPTO retrosynthesis dataset with 1.9M reactions from patents (1976-2016). The task is: Predict the reactants needed to synthesize the given product. (1) The reactants are: [CH3:1][N:2]1[CH2:8][CH2:7][CH2:6][N:5]([CH2:9][CH2:10][OH:11])[CH2:4][CH2:3]1.CN1CC[O:16][CH2:15]C1.ClC(OC1C=CC([N+]([O-])=O)=CC=1)=O.Cl.Cl.[CH3:34][C:35]1[CH:40]=[CH:39][C:38]([N:41]2[CH2:46][CH2:45][NH:44][CH2:43][CH2:42]2)=[CH:37][CH:36]=1.CCN(C(C)C)C(C)C. Given the product [CH3:34][C:35]1[CH:36]=[CH:37][C:38]([N:41]2[CH2:46][CH2:45][N:44]([C:15]([O:11][CH2:10][CH2:9][N:5]3[CH2:6][CH2:7][CH2:8][N:2]([CH3:1])[CH2:3][CH2:4]3)=[O:16])[CH2:43][CH2:42]2)=[CH:39][CH:40]=1, predict the reactants needed to synthesize it. (2) Given the product [CH2:22]([O:24][C:25](=[O:38])[C@@H:26]([O:35][CH2:36][CH3:37])[CH2:27][C:28]1[CH:29]=[CH:30][C:31]([O:34][CH2:16][CH2:15][C:12]2[CH:11]=[CH:10][C:9]([NH:8][C:6]([O:5][C:1]([CH3:2])([CH3:3])[CH3:4])=[O:7])=[CH:14][CH:13]=2)=[CH:32][CH:33]=1)[CH3:23], predict the reactants needed to synthesize it. The reactants are: [C:1]([O:5][C:6]([NH:8][C:9]1[CH:14]=[CH:13][C:12]([CH2:15][CH2:16]CS([O-])(=O)=O)=[CH:11][CH:10]=1)=[O:7])([CH3:4])([CH3:3])[CH3:2].[CH2:22]([O:24][C:25](=[O:38])[C@@H:26]([O:35][CH2:36][CH3:37])[CH2:27][C:28]1[CH:33]=[CH:32][C:31]([OH:34])=[CH:30][CH:29]=1)[CH3:23].C(=O)([O-])[O-].[K+].[K+]. (3) Given the product [Cl:64][C:56]1[C:57]2[CH2:61][O:60][B:59]([OH:62])[C:58]=2[CH:63]=[C:54]([O:53][CH2:52][C:49]([NH:48][C:8](=[O:10])[C:7]2[CH:6]=[CH:5][C:4]([O:3][C:2]([F:1])([F:14])[F:13])=[CH:12][CH:11]=2)([C:50]#[N:51])[CH3:65])[CH:55]=1, predict the reactants needed to synthesize it. The reactants are: [F:1][C:2]([F:14])([F:13])[O:3][C:4]1[CH:12]=[CH:11][C:7]([C:8]([OH:10])=O)=[CH:6][CH:5]=1.CN(C(ON1N=NC2C=CC=NC1=2)=[N+](C)C)C.F[P-](F)(F)(F)(F)F.CCN(C(C)C)C(C)C.[NH2:48][C:49]([CH3:65])([CH2:52][O:53][C:54]1[CH:55]=[C:56]([Cl:64])[C:57]2[CH2:61][O:60][B:59]([OH:62])[C:58]=2[CH:63]=1)[C:50]#[N:51]. (4) Given the product [C:1]([C:3]1[C:4]2[CH2:22][CH2:21][C@H:20]([CH2:23][O:24][C:25](=[O:29])[NH:26][CH2:27][CH3:28])[CH2:19][C:5]=2[S:6][C:7]=1[NH:8][C:9](=[O:18])[CH2:10][CH2:11][C:12]1[CH:13]=[N:14][CH:15]=[CH:16][CH:17]=1)#[N:2], predict the reactants needed to synthesize it. The reactants are: [C:1]([C:3]1[C:4]2[CH2:22][CH2:21][C@H:20]([CH2:23][O:24][C:25](=[O:29])[NH:26][CH2:27][CH3:28])[CH2:19][C:5]=2[S:6][C:7]=1[NH:8][C:9](=[O:18])/[CH:10]=[CH:11]/[C:12]1[CH:13]=[N:14][CH:15]=[CH:16][CH:17]=1)#[N:2]. (5) Given the product [CH:16]([S:19][C:11]1[CH:13]=[CH:14][CH:15]=[C:9]([C:3]2[CH:4]=[CH:5][C:6]([Cl:8])=[CH:7][C:2]=2[Cl:1])[CH:10]=1)([CH3:18])[CH3:17], predict the reactants needed to synthesize it. The reactants are: [Cl:1][C:2]1[CH:7]=[C:6]([Cl:8])[CH:5]=[CH:4][C:3]=1[C:9]1[CH:10]=[C:11]([CH:13]=[CH:14][CH:15]=1)N.[CH:16]([S:19][S:19][CH:16]([CH3:18])[CH3:17])([CH3:18])[CH3:17].N(OC(C)(C)C)=O.